Dataset: Reaction yield outcomes from USPTO patents with 853,638 reactions. Task: Predict the reaction yield, written as a fraction of the theoretical maximum amount of product (1.0 means a 100% yield; for example, 0.34 means a 34% yield). (1) The reactants are Br[C:2]1[CH:7]=[CH:6][C:5]([C:8]2[C:9]3[C:14]([C:15]([C:22]4[CH:27]=[CH:26][CH:25]=[CH:24][CH:23]=4)=[C:16]4[C:21]=2[CH:20]=[CH:19][CH:18]=[CH:17]4)=[CH:13][CH:12]=[CH:11][CH:10]=3)=[CH:4][CH:3]=1.[C:28]1([N:34]2[C:46]3[CH:45]=[CH:44][C:43](B(O)O)=[CH:42][C:41]=3[C:40]3[C:35]2=[CH:36][CH:37]=[CH:38][CH:39]=3)[CH:33]=[CH:32][CH:31]=[CH:30][CH:29]=1.C1(C)C=CC=CC=1P(C1C=CC=CC=1C)C1C=CC=CC=1C.C(=O)([O-])[O-].[K+].[K+]. The catalyst is C([O-])(=O)C.[Pd+2].C([O-])(=O)C.C1(C)C=CC=CC=1.COCCOC. The product is [C:28]1([N:34]2[C:46]3[CH:45]=[CH:44][C:43]([C:2]4[CH:3]=[CH:4][C:5]([C:8]5[C:21]6[C:16]([C:15]([C:22]7[CH:27]=[CH:26][CH:25]=[CH:24][CH:23]=7)=[C:14]7[C:9]=5[CH:10]=[CH:11][CH:12]=[CH:13]7)=[CH:17][CH:18]=[CH:19][CH:20]=6)=[CH:6][CH:7]=4)=[CH:42][C:41]=3[C:40]3[C:35]2=[CH:36][CH:37]=[CH:38][CH:39]=3)[CH:33]=[CH:32][CH:31]=[CH:30][CH:29]=1. The yield is 0.750. (2) The product is [Cl:1][C:2]1[CH:7]=[CH:6][C:5]([C:8]2([O:27][CH2:28][CH2:29][CH2:30][CH2:31][OH:32])[C:16]3[C:11](=[CH:12][CH:13]=[CH:14][CH:15]=3)[C:10](=[O:17])[N:9]2[CH:18]([C:20]2[CH:21]=[CH:22][C:23]([Cl:26])=[CH:24][CH:25]=2)[CH3:19])=[CH:4][CH:3]=1. The reactants are [Cl:1][C:2]1[CH:7]=[CH:6][C:5]([C:8]2([OH:27])[C:16]3[C:11](=[CH:12][CH:13]=[CH:14][CH:15]=3)[C:10](=[O:17])[N:9]2[CH:18]([C:20]2[CH:25]=[CH:24][C:23]([Cl:26])=[CH:22][CH:21]=2)[CH3:19])=[CH:4][CH:3]=1.[CH2:28](O)[CH2:29][CH2:30][CH2:31][OH:32]. No catalyst specified. The yield is 0.640. (3) The reactants are [N:1]1([CH2:6][CH2:7][NH:8][C:9]2[N:14]=[C:13]([C:15]3[S:19][C:18]4[C:20](B5OC(C)(C)C(C)(C)O5)=[CH:21][CH:22]=[CH:23][C:17]=4[CH:16]=3)[C:12]([F:33])=[CH:11][N:10]=2)[CH:5]=[CH:4][N:3]=[N:2]1.Br[C:35]1[CH:36]=[C:37]([F:44])[CH:38]=[C:39]2[C:43]=1[NH:42][CH:41]=[CH:40]2.O.O.O.O.O.O.O.O.[OH-].[Ba+2].[OH-].C(=O)([O-])[O-].[Na+].[Na+].C(=O)([O-])[O-].[K+].[K+].[F-].[Cs+]. The catalyst is C1C=CC(P(C2C=CC=CC=2)[C-]2C=CC=C2)=CC=1.C1C=CC(P(C2C=CC=CC=2)[C-]2C=CC=C2)=CC=1.Cl[Pd]Cl.[Fe+2].O.CS(C)=O.O1CCOCC1.CN(C=O)C. The product is [N:1]1([CH2:6][CH2:7][NH:8][C:9]2[N:14]=[C:13]([C:15]3[S:19][C:18]4[C:20]([C:35]5[CH:36]=[C:37]([F:44])[CH:38]=[C:39]6[C:43]=5[NH:42][CH:41]=[CH:40]6)=[CH:21][CH:22]=[CH:23][C:17]=4[CH:16]=3)[C:12]([F:33])=[CH:11][N:10]=2)[CH:5]=[CH:4][N:3]=[N:2]1. The yield is 0.430.